Dataset: Experimentally validated miRNA-target interactions with 360,000+ pairs, plus equal number of negative samples. Task: Binary Classification. Given a miRNA mature sequence and a target amino acid sequence, predict their likelihood of interaction. (1) The protein sequence of the target gene is MAEDKTKPSELDQGKYDADDNVKIICLGDSAVGKSKLMERFLMDGFQPQQLSTYALTLYKHTATVDGRTILVDFWDTAGQERFQSMHASYYHKAHACIMVFDVQRKVTYRNLSTWYTELREFRPEIPCIVVANKIDDINVTQKSFNFAKKFSLPLYFVSAADGTNVVKLFNDAIRLAVSYKQNSQDFMDEIFQELENFSLEQEEEDVPDQEQSSSIETPSEEAASPHS. The miRNA is mmu-miR-744-5p with sequence UGCGGGGCUAGGGCUAACAGCA. Result: 0 (no interaction). (2) The miRNA is mmu-miR-329-5p with sequence AGAGGUUUUCUGGGUCUCUGUU. The protein sequence of the target gene is MSQWNQVQQLEIKFLEQVDQFYDDNFPMEIRHLLAQWIENQDWEAASNNETMATILLQNLLIQLDEQLGRVSKEKNLLLIHNLKRIRKVLQGKFHGNPMHVAVVISNCLREERRILAAANMPVQGPLEKSLQSSSVSERQRNVEHKVAAIKNSVQMTEQDTKYLEDLQDEFDYRYKTIQTMDQSDKNSAMVNQEVLTLQEMLNSLDFKRKEALSKMTQIIHETDLLMNTMLIEELQDWKRRQQIACIGGPLHNGLDQLQNCFTLLAESLFQLRRQLEKLEEQSTKMTYEGDPIPMQRTHM.... Result: 0 (no interaction). (3) The miRNA is rno-miR-145-5p with sequence GUCCAGUUUUCCCAGGAAUCCCU. The protein sequence of the target gene is MGPKRRQLTFREKSRIIQEVEENPDLRKGEIARRFNIPPSTLSTILKNKRAILASERKYGVASTCRKTNKLSPYDKLEGLLIAWFQQIRAAGLPVKGIILKEKALRIAEELGMDDFTASNGWLDRFRRRHGVVSCSGVARARARNAAPRTPAAPASPAAVPSEGSGGSTTGWRAREEQPPSVAEGYASQDVFSATETSLWYDFLPDQAAGLCGGDGRPRQATQRLSVLLCANADGSEKLPPLVAGKSAKPRAGQAGLPCDYTANSKGGVTTQALAKYLKALDTRMAAESRRVLLLAGRLA.... Result: 0 (no interaction). (4) The miRNA is mmu-miR-1907 with sequence GAGCAGCAGAGGAUCUGGAGGU. The protein sequence of the target gene is MSECGGRGGGSSSSEDAEDEGGGGGGPAGSDCLSSSPTLATASSAGRLRRGLRGAFLMARQRPELLCGAVALGCALLLALKFTCSRAKDVIIPAKPPVSFFSLRSPVLDLFQGQLDYAEYVRRDSEVVLLFFYAPWCGQSIAARAEIEQAASRLSDQVLFVAINCWWNQGKCRKQKHFFYFPVIYLYHRSFGPIEYKGPMSAVYIEKFVRRVMKPLLYIPSQSELLDFLSNYEPGVLGYFEFSGSPQPPGYLTFFTSALHSLKKALESTSSPRALVSFTGEWHLETKIYVLDYLGTVRFG.... Result: 0 (no interaction). (5) The protein sequence of the target gene is MVQRDMSKSPPTAAAAVAQEIQMELLENVAPAGALGAAAQSYGKGARRKNRFKGSDGSTSSDTTSNSFVRQGSADSYTSRPSDSDVSLEEDREAVRREAERQAQAQLEKAKTKPVAFAVRTNVSYSAAHEDDVPVPGMAISFEAKDFLHVKEKFNNDWWIGRLVKEGCEIGFIPSPVKLENMRLQHEQRAKQGKFYSSKSGGNSSSSLGDIVPSSRKSTPPSSAIDIDATGLDAEENDIPANHRSPKPSANSVTSPHSKEKRMPFFKKTEHTPPYDVVPSMRPVVLVGPSLKGYEVTDMM.... The miRNA is hsa-miR-7161-5p with sequence UAAAGACUGUAGAGGCAACUGGU. Result: 1 (interaction). (6) The miRNA is hsa-miR-10a-3p with sequence CAAAUUCGUAUCUAGGGGAAUA. The protein sequence of the target gene is MAWLEDVDFLEDVPLLEDIPLLEDVPLLEDVPLLEDTSRLEDINLMEDMALLEDVDLLEDTDFLEDLDFSEAMDLREDKDFLEDMDSLEDMALLEDVDLLEDTDFLEDPDFLEAIDLREDKDFLEDMDSLEDLEAIGRCGFSGRHGFFGRRRFSGRPKLSGRLGLLGRRGFSGRLGGYWKTWIFWKTWIFWKTWIFRKTYIGWKTWIFSGRCGLTGRPGFGGRRRFFWKTLTDWKTWISFWKTLIDWKTWISFWKTLIDWKI. Result: 1 (interaction). (7) The miRNA is hsa-miR-155-3p with sequence CUCCUACAUAUUAGCAUUAACA. The protein sequence of the target gene is MSSRVGDLSPQQQEALARFRENLQDLLPILPNADDYFLLRWLRARNFDLQKSEDMLRRHMEFRKQQDLDNIVTWQPPEVIQLYDSGGLCGYDYEGCPVYFNIIGSLDPKGLLLSASKQDMIRKRIKVCELLLHECELQTQKLGRKIEMALMVFDMEGLSLKHLWKPAVEVYQQFFSILEANYPETLKNLIVIRAPKLFPVAFNLVKSFMSEETRRKIVILGDNWKQELTKFISPDQLPVEFGGTMTDPDGNPKCLTKINYGGEVPKSYYLCEQVRLQYEHTRSVGRGSSLQVENEILFPG.... Result: 1 (interaction). (8) The miRNA is hsa-miR-548y with sequence AAAAGUAAUCACUGUUUUUGCC. The protein sequence of the target gene is MSSTLHSVFFTLKVSILLGSLLGLCLGLEFMGLPNQWARYLRWDASTRSDLSFQFKTNVSTGLLLYLDDGGVCDFLCLSLVDGRVQLRFSMDCAETAVLSNKQVNDSSWHFLMVSRDRLRTVLMLDGEGQSGELQPQRPYMDVVSDLFLGGVPTDIRPSALTLDGVQAMPGFKGLILDLKYGNSEPRLLGSRGVQMDAEGPCGERPCENGGICFLLDGHPTCDCSTTGYGGKLCSEDVSQDPGLSHLMMSEQAREENVATFRGSEYLCYDLSQNPIQSSSDEITLSFKTWQRNGLILHTG.... Result: 0 (no interaction). (9) The miRNA is mmu-miR-15a-5p with sequence UAGCAGCACAUAAUGGUUUGUG. The protein sequence of the target gene is MSTRNPQRKRRGGTVNSRQTQKRTRETTSTPEVSLETEPIELVETVGDEIVDLTCESLEPVVVDLTHNDSVVIVEERRRPRRNGRRLRQDHADSCVVSSDDEELSRDKDVYVTTHTPRSTKDDGATGPRPSGTVSCPICMDGYSEIVQNGRLIVSTECGHVFCSQCLRDSLKNANTCPTCRKKINHKRYHPIYI. Result: 1 (interaction). (10) The miRNA is hsa-miR-8055 with sequence CUUUGAGCACAUGAGCAGACGGA. The protein sequence of the target gene is MATLEEEFTLSTGVLGAGPEGFLGVEQTDKADQFLVTDSGRTVVLYKVSDQKPLGSWSVKQGQSITCPAVCNFQTGEYIMVHDHKVLRIWNNDDVNVDKVFKATLSAEVHRIHSVQRTEPLVLFRGGAARGLEALLVEPQQNIESVIPDEEVIVWSEVFMLFKQPVLIFITENHGHYYAYVRLCKSHSLSKYTLLLEKEEKSVKPNFTARVDGKFISLVSLSSDGCIYETLIPIYSSDTEQNQRLVRALMLKSVVSGGVRNGVALTILDQDHIAVLGPPLSASKECLSIWNIKFQTLQTS.... Result: 0 (no interaction).